Dataset: Reaction yield outcomes from USPTO patents with 853,638 reactions. Task: Predict the reaction yield, written as a fraction of the theoretical maximum amount of product (1.0 means a 100% yield; for example, 0.34 means a 34% yield). The reactants are O1CCCCC1[N:7]1[C:15]2[C:10](=[CH:11][C:12]([C:16]3[N:20]=[CH:19][N:18](C(C4C=CC=CC=4)(C4C=CC=CC=4)C4C=CC=CC=4)[N:17]=3)=[CH:13][CH:14]=2)[C:9]([C:40]2[CH:41]=[C:42]([NH:46][C:47](=[O:55])[CH2:48][C:49]3[CH:54]=[CH:53][CH:52]=[CH:51][CH:50]=3)[CH:43]=[CH:44][CH:45]=2)=[N:8]1. The catalyst is O1CCOCC1.Cl. The product is [NH:18]1[CH:19]=[N:20][C:16]([C:12]2[CH:11]=[C:10]3[C:15](=[CH:14][CH:13]=2)[NH:7][N:8]=[C:9]3[C:40]2[CH:41]=[C:42]([NH:46][C:47](=[O:55])[CH2:48][C:49]3[CH:50]=[CH:51][CH:52]=[CH:53][CH:54]=3)[CH:43]=[CH:44][CH:45]=2)=[N:17]1. The yield is 0.480.